Dataset: Reaction yield outcomes from USPTO patents with 853,638 reactions. Task: Predict the reaction yield, written as a fraction of the theoretical maximum amount of product (1.0 means a 100% yield; for example, 0.34 means a 34% yield). (1) The reactants are [F:1][C:2]1[CH:7]=[CH:6][CH:5]=[CH:4][C:3]=1[OH:8].[Br:9][CH2:10][CH2:11][CH2:12]Br.C([O-])([O-])=O.[Cs+].[Cs+]. The catalyst is C(#N)C. The product is [F:1][C:2]1[CH:7]=[CH:6][CH:5]=[CH:4][C:3]=1[O:8][CH2:12][CH2:11][CH2:10][Br:9]. The yield is 0.262. (2) The reactants are [CH3:1][N:2]([C:14]1[CH:19]=[CH:18][CH:17]=[CH:16][CH:15]=1)[S:3]([C:6]1[N:7]=[N:8][C:9]([O:12]C)=[CH:10][CH:11]=1)(=[O:5])=[O:4].Cl. The catalyst is O1CCOCC1. The product is [CH3:1][N:2]([C:14]1[CH:19]=[CH:18][CH:17]=[CH:16][CH:15]=1)[S:3]([C:6]1[CH:11]=[CH:10][C:9](=[O:12])[NH:8][N:7]=1)(=[O:4])=[O:5]. The yield is 0.750.